This data is from Peptide-MHC class II binding affinity with 134,281 pairs from IEDB. The task is: Regression. Given a peptide amino acid sequence and an MHC pseudo amino acid sequence, predict their binding affinity value. This is MHC class II binding data. The peptide sequence is VKDKYMWCYSQVNKR. The MHC is H-2-IAb with pseudo-sequence H-2-IAb. The binding affinity (normalized) is 0.717.